The task is: Predict the reaction yield, written as a fraction of the theoretical maximum amount of product (1.0 means a 100% yield; for example, 0.34 means a 34% yield).. This data is from Reaction yield outcomes from USPTO patents with 853,638 reactions. (1) The catalyst is CN(C)C=O. The reactants are [Cl:1][C:2]1[CH:3]=[C:4]([C:9]2[CH:13]=[C:12]([CH2:14][CH2:15][CH2:16][CH2:17][OH:18])[N:11]([C:19]3[CH:28]=[CH:27][C:26]4[C:21](=[CH:22][CH:23]=[CH:24][CH:25]=4)[CH:20]=3)[N:10]=2)[CH:5]=[C:6]([Cl:8])[CH:7]=1.[Cr](O[Cr]([O-])(=O)=O)([O-])(=O)=[O:30].[NH+]1C=CC=CC=1.[NH+]1C=CC=CC=1. The yield is 0.600. The product is [Cl:1][C:2]1[CH:3]=[C:4]([C:9]2[CH:13]=[C:12]([CH2:14][CH2:15][CH2:16][C:17]([OH:30])=[O:18])[N:11]([C:19]3[CH:28]=[CH:27][C:26]4[C:21](=[CH:22][CH:23]=[CH:24][CH:25]=4)[CH:20]=3)[N:10]=2)[CH:5]=[C:6]([Cl:8])[CH:7]=1. (2) The reactants are [F:1][C:2]1([C:9]2[CH:14]=[CH:13][C:12]([C:15]3[CH2:19][C:18]([C:24]4[CH:29]=[C:28]([Cl:30])[C:27]([Cl:31])=[C:26]([Cl:32])[CH:25]=4)([C:20]([F:23])([F:22])[F:21])[O:17][N:16]=3)=[CH:11][CH:10]=2)[CH2:5][CH:4]([C:6]([OH:8])=O)[CH2:3]1.C1C=CC2N(O)N=NC=2C=1.CCN(C(C)C)C(C)C.CCN=C=NCCCN(C)C.Cl.Cl.Cl.[F:66][C:67]([F:71])([F:70])[CH2:68][NH2:69]. The catalyst is CN(C=O)C. The product is [F:66][C:67]([F:71])([F:70])[CH2:68][NH:69][C:6]([CH:4]1[CH2:5][C:2]([F:1])([C:9]2[CH:14]=[CH:13][C:12]([C:15]3[CH2:19][C:18]([C:24]4[CH:29]=[C:28]([Cl:30])[C:27]([Cl:31])=[C:26]([Cl:32])[CH:25]=4)([C:20]([F:22])([F:23])[F:21])[O:17][N:16]=3)=[CH:11][CH:10]=2)[CH2:3]1)=[O:8]. The yield is 0.560. (3) The reactants are [NH:1]([C:3]1[CH:4]=[C:5]([CH:9]=[CH:10][CH:11]=1)[C:6]([OH:8])=[O:7])[NH2:2].[CH3:12][C:13]([CH3:20])([CH3:19])[C:14](=O)[CH2:15][C:16]#[N:17].S(=O)(=O)(O)O.[CH3:26][CH2:27]O. No catalyst specified. The product is [CH2:26]([O:7][C:6](=[O:8])[C:5]1[CH:9]=[CH:10][CH:11]=[C:3]([N:1]2[C:16]([NH2:17])=[CH:15][C:14]([C:13]([CH3:20])([CH3:19])[CH3:12])=[N:2]2)[CH:4]=1)[CH3:27]. The yield is 0.560. (4) The reactants are [NH2:1][CH:2]([C:9]([NH:11][NH:12][C:13]([C:15]1[NH:16][C:17]2[C:22]([CH:23]=1)=[CH:21][C:20]([Cl:24])=[CH:19][CH:18]=2)=[O:14])=[O:10])[C:3]1[CH:8]=[CH:7][CH:6]=[CH:5][CH:4]=1.[C:25](N1C=CN=C1)(N1C=CN=C1)=[O:26].C(O)(=O)CC(CC(O)=O)(C(O)=O)O. The catalyst is C1COCC1. The product is [O:26]=[C:25]1[N:11]([NH:12][C:13]([C:15]2[NH:16][C:17]3[C:22]([CH:23]=2)=[CH:21][C:20]([Cl:24])=[CH:19][CH:18]=3)=[O:14])[C:9](=[O:10])[CH:2]([C:3]2[CH:8]=[CH:7][CH:6]=[CH:5][CH:4]=2)[NH:1]1. The yield is 0.870. (5) The reactants are Cl[C:2]1[CH:3]=[C:4]([C:35]([F:38])([F:37])[F:36])[C:5]([N:8]2[C:12]3=[N:13][CH:14]=[N:15][C:16]([O:17][C@@H:18]([CH2:29][O:30][CH:31]4[CH2:34][CH2:33][CH2:32]4)[C:19]([NH:21][C:22]4[CH:27]=[N:26][C:25]([CH3:28])=[CH:24][N:23]=4)=[O:20])=[C:11]3[CH:10]=[N:9]2)=[N:6][CH:7]=1. The catalyst is [Pd].C(O)C. The product is [CH:31]1([O:30][CH2:29][C@H:18]([O:17][C:16]2[C:11]3[CH:10]=[N:9][N:8]([C:5]4[C:4]([C:35]([F:37])([F:38])[F:36])=[CH:3][CH:2]=[CH:7][N:6]=4)[C:12]=3[N:13]=[CH:14][N:15]=2)[C:19]([NH:21][C:22]2[CH:27]=[N:26][C:25]([CH3:28])=[CH:24][N:23]=2)=[O:20])[CH2:32][CH2:33][CH2:34]1. The yield is 0.320. (6) The catalyst is C1(C)C=CC=CC=1. The product is [Br:10][C:11]1[CH:20]=[CH:19][C:18]2[N:17]=[CH:16][CH:15]=[CH:14][C:13]=2[C:12]=1[CH:21]=[O:24]. The yield is 0.680. The reactants are C([Al]CC(C)C)C(C)C.[Br:10][C:11]1[CH:20]=[CH:19][C:18]2[N:17]=[CH:16][CH:15]=[CH:14][C:13]=2[C:12]=1[C:21]#N.S(=O)(=O)(O)[OH:24].C(=O)([O-])O. (7) The reactants are [F:1][C:2]([F:12])([F:11])[O:3][C:4]1[CH:5]=[C:6]([CH:8]=[CH:9][CH:10]=1)[NH2:7].[F:13][C:14]([F:19])([F:18])[CH:15]1[O:17][CH2:16]1. No catalyst specified. The product is [F:1][C:2]([F:11])([F:12])[O:3][C:4]1[CH:5]=[C:6]([NH:7][CH2:16][CH:15]([OH:17])[C:14]([F:19])([F:18])[F:13])[CH:8]=[CH:9][CH:10]=1. The yield is 0.880. (8) The catalyst is C1(C)C=CC=CC=1. The product is [F:1][C:2]1[CH:3]=[C:4]([CH:8]([OH:9])[CH2:10][O:11][C:12]2[CH:19]=[CH:18][C:15]([CH:16]=[O:17])=[CH:14][CH:13]=2)[CH:5]=[CH:6][CH:7]=1. The reactants are [F:1][C:2]1[CH:3]=[C:4]([CH:8]2[CH2:10][O:9]2)[CH:5]=[CH:6][CH:7]=1.[OH:11][C:12]1[CH:19]=[CH:18][C:15]([CH:16]=[O:17])=[CH:14][CH:13]=1.[OH-].[Na+]. The yield is 0.170.